From a dataset of Peptide-MHC class II binding affinity with 134,281 pairs from IEDB. Regression. Given a peptide amino acid sequence and an MHC pseudo amino acid sequence, predict their binding affinity value. This is MHC class II binding data. The peptide sequence is SYRLRFSKRDARRER. The MHC is DRB1_1201 with pseudo-sequence DRB1_1201. The binding affinity (normalized) is 0.292.